This data is from Full USPTO retrosynthesis dataset with 1.9M reactions from patents (1976-2016). The task is: Predict the reactants needed to synthesize the given product. (1) Given the product [Br:1][C:2]1[CH:7]=[CH:6][CH:5]=[C:4]([S:8]([C:9]([F:10])([F:12])[F:11])(=[O:13])=[O:18])[CH:3]=1, predict the reactants needed to synthesize it. The reactants are: [Br:1][C:2]1[CH:3]=[C:4]([S:8][C:9]([F:12])([F:11])[F:10])[CH:5]=[CH:6][CH:7]=1.[OH:13]S(O)(=O)=O.[OH2:18]. (2) Given the product [CH3:8][S:9]([NH:12][C:37]([C:34]1[CH:33]=[CH:32][C:31]([C:16]2[CH:17]=[C:18]([NH:20][C:21]3[N:26]=[C:25]([C:27]([F:30])([F:28])[F:29])[CH:24]=[CH:23][N:22]=3)[CH:19]=[C:14]([CH3:13])[CH:15]=2)=[CH:36][N:35]=1)=[O:38])(=[O:11])=[O:10].[C:43]([OH:44])([C:27]([F:30])([F:29])[F:28])=[O:10], predict the reactants needed to synthesize it. The reactants are: ClCCl.C(Cl)CCl.[CH3:8][S:9]([NH2:12])(=[O:11])=[O:10].[CH3:13][C:14]1[CH:15]=[C:16]([C:31]2[CH:32]=[CH:33][C:34]([C:37](O)=[O:38])=[N:35][CH:36]=2)[CH:17]=[C:18]([NH:20][C:21]2[N:26]=[C:25]([C:27]([F:30])([F:29])[F:28])[CH:24]=[CH:23][N:22]=2)[CH:19]=1.CN([CH:43]=[O:44])C. (3) Given the product [Cl:18][CH2:14][C:10]1[CH:11]=[N:12][O:13][C:9]=1[C:3]1[CH:4]=[CH:5][C:6]([F:8])=[CH:7][C:2]=1[F:1], predict the reactants needed to synthesize it. The reactants are: [F:1][C:2]1[CH:7]=[C:6]([F:8])[CH:5]=[CH:4][C:3]=1[C:9]1[O:13][N:12]=[CH:11][C:10]=1[CH2:14]O.S(Cl)([Cl:18])=O.